This data is from Full USPTO retrosynthesis dataset with 1.9M reactions from patents (1976-2016). The task is: Predict the reactants needed to synthesize the given product. (1) Given the product [C:1]([O:4][CH2:5][C:6]1[CH2:13][S:12][C@@H:11]2[N:8]([C:9](=[O:19])[C@H:10]2[NH:14][C:15](=[O:18])[CH2:16][N:47]([CH2:46][C:41]2[CH:42]=[CH:43][CH:44]=[CH:45][N:40]=2)[CH2:48][C:49]2[CH:54]=[CH:53][CH:52]=[CH:51][N:50]=2)[C:7]=1[C:20]([O:22][CH3:23])=[O:21])(=[O:3])[CH3:2], predict the reactants needed to synthesize it. The reactants are: [C:1]([O:4][CH2:5][C:6]1[CH2:13][S:12][C@@H:11]2[N:8]([C:9](=[O:19])[C@H:10]2[NH:14][C:15](=[O:18])[CH2:16]Cl)[C:7]=1[C:20]([O:22][CH3:23])=[O:21])(=[O:3])[CH3:2].C(N(CC)CC)C.C(N(C(C)C)CC)(C)C.[N:40]1[CH:45]=[CH:44][CH:43]=[CH:42][C:41]=1[CH2:46][NH:47][CH2:48][C:49]1[CH:54]=[CH:53][CH:52]=[CH:51][N:50]=1. (2) Given the product [CH3:21][O:20][C:17]1[CH:18]=[CH:19][C:14]([CH2:13][N:7]2[CH:6]=[CH:5][C:4]3[C:9](=[CH:10][CH:11]=[C:2]([C:27]4[CH:26]=[C:25]([CH:30]=[CH:29][C:28]=4[CH3:31])[C:24]([O:23][CH3:22])=[O:35])[CH:3]=3)[C:8]2=[O:12])=[CH:15][CH:16]=1, predict the reactants needed to synthesize it. The reactants are: Br[C:2]1[CH:3]=[C:4]2[C:9](=[CH:10][CH:11]=1)[C:8](=[O:12])[N:7]([CH2:13][C:14]1[CH:19]=[CH:18][C:17]([O:20][CH3:21])=[CH:16][CH:15]=1)[CH:6]=[CH:5]2.[CH3:22][O:23][C:24](=[O:35])[C:25]1[CH:30]=[CH:29][C:28]([CH3:31])=[C:27](B(O)O)[CH:26]=1.C(=O)([O-])[O-].[K+].[K+]. (3) The reactants are: [Br:1][C:2]1[CH:7]=[CH:6][CH:5]=[CH:4][C:3]=1[SH:8].Br[CH:10]([CH2:16]C)[C:11]([O:13][CH2:14][CH3:15])=[O:12].[C:18]([O-])([O-])=O.[K+].[K+].C(OCC)(=O)C. Given the product [Br:1][C:2]1[CH:7]=[CH:6][CH:5]=[CH:4][C:3]=1[S:8][C:10]([CH3:16])([CH3:18])[C:11]([O:13][CH2:14][CH3:15])=[O:12], predict the reactants needed to synthesize it. (4) Given the product [NH2:18][C@@:8]([C:6]1[C:5]([F:25])=[CH:4][CH:3]=[C:2]([Br:1])[N:7]=1)([CH2:14][CH2:15][O:16][CH3:17])[C:9]([F:12])([F:13])[CH2:10][OH:11], predict the reactants needed to synthesize it. The reactants are: [Br:1][C:2]1[N:7]=[C:6]([C@:8]([NH:18][S@](C(C)(C)C)=O)([CH2:14][CH2:15][O:16][CH3:17])[C:9]([F:13])([F:12])[CH2:10][OH:11])[C:5]([F:25])=[CH:4][CH:3]=1.Cl.C(OCC)C.N. (5) The reactants are: [F:1][C:2]([F:19])([F:18])[C:3]1[CH:4]=[C:5]([CH2:13][CH2:14][C:15]([OH:17])=O)[CH:6]=[C:7]([C:9]([F:12])([F:11])[F:10])[CH:8]=1.CN(C([O:27]N1N=NC2C=CC=NC1=2)=[N+](C)C)C.F[P-](F)(F)(F)(F)F.C(N(CC)C(C)C)(C)C.[N:53]1[N:57]2[CH2:58][CH2:59][CH2:60][NH:61][CH2:62][C:56]2=[CH:55][CH:54]=1.CN([CH:66]=[O:67])C. Given the product [F:19][C:2]([F:18])([F:1])[C:3]1[CH:4]=[C:5]([CH2:13][CH2:14][C:15]([N:61]2[CH2:60][CH2:59][CH2:58][N:57]3[N:53]=[CH:54][CH:55]=[C:56]3[CH2:62]2)=[O:17])[CH:6]=[C:7]([C:9]([F:12])([F:11])[F:10])[CH:8]=1.[C:66]([OH:67])([C:2]([F:19])([F:18])[F:1])=[O:27], predict the reactants needed to synthesize it. (6) The reactants are: O1CCCC1.[C:6]([C:10]1[CH:15]=[CH:14][C:13]([CH:16]2[CH2:18][CH:17]2[C:19]([O:21]CC)=[O:20])=[CH:12][C:11]=1[Cl:24])([CH3:9])([CH3:8])[CH3:7].[OH-].[Na+].Cl. Given the product [C:6]([C:10]1[CH:15]=[CH:14][C:13]([CH:16]2[CH2:18][CH:17]2[C:19]([OH:21])=[O:20])=[CH:12][C:11]=1[Cl:24])([CH3:9])([CH3:7])[CH3:8], predict the reactants needed to synthesize it.